Predict the product of the given reaction. From a dataset of Forward reaction prediction with 1.9M reactions from USPTO patents (1976-2016). (1) Given the reactants [CH2:1]([O:8][C:9]1[CH:10]=[CH:11][C:12](Br)=[N:13][CH:14]=1)[C:2]1[CH:7]=[CH:6][CH:5]=[CH:4][CH:3]=1.C1(P(C2C=CC=CC=2)C2C=CC=CC=2OC2C=CC=CC=2P(C2C=CC=CC=2)C2C=CC=CC=2)C=CC=CC=1.[NH2:55][C:56]1[S:57][CH:58]=[CH:59][N:60]=1.C1(C)C=CC=CC=1, predict the reaction product. The product is: [CH2:1]([O:8][C:9]1[CH:10]=[CH:11][C:12]([NH:55][C:56]2[S:57][CH:58]=[CH:59][N:60]=2)=[N:13][CH:14]=1)[C:2]1[CH:7]=[CH:6][CH:5]=[CH:4][CH:3]=1. (2) Given the reactants [Cl:1][C:2]1[CH:3]=[C:4]2[C:8](=[CH:9][CH:10]=1)[NH:7][CH:6]=[C:5]2[CH2:11][CH2:12][NH:13][C:14](=[O:23])[C:15]1[CH:20]=[CH:19][C:18]([CH2:21]Cl)=[CH:17][CH:16]=1.[S:24]1[CH:28]=[CH:27][CH:26]=[C:25]1B(O)O.ClCCl.C(=O)([O-])[O-].[Na+].[Na+].[I-].[Na+], predict the reaction product. The product is: [Cl:1][C:2]1[CH:3]=[C:4]2[C:8](=[CH:9][CH:10]=1)[NH:7][CH:6]=[C:5]2[CH2:11][CH2:12][NH:13][C:14](=[O:23])[C:15]1[CH:20]=[CH:19][C:18]([CH2:21][C:25]2[S:24][CH:28]=[CH:27][CH:26]=2)=[CH:17][CH:16]=1. (3) Given the reactants [CH3:1][N:2]([CH3:28])[C:3]([C:5]1[N:22]([CH:23]2[CH2:27][CH2:26][CH2:25][CH2:24]2)[C:8]2[N:9]=[C:10]([NH:13][C:14]3[CH:19]=[CH:18][C:17]([CH:20]=O)=[CH:16][N:15]=3)[N:11]=[CH:12][C:7]=2[CH:6]=1)=[O:4].[CH3:29][C@@H:30]1[CH2:35][NH:34][CH2:33][C@H:32]([CH3:36])[N:31]1[C:37]([O:39][C:40]([CH3:43])([CH3:42])[CH3:41])=[O:38], predict the reaction product. The product is: [C:40]([O:39][C:37]([N:31]1[C@H:32]([CH3:36])[CH2:33][N:34]([CH2:20][C:17]2[CH:16]=[N:15][C:14]([NH:13][C:10]3[N:11]=[CH:12][C:7]4[CH:6]=[C:5]([C:3](=[O:4])[N:2]([CH3:1])[CH3:28])[N:22]([CH:23]5[CH2:24][CH2:25][CH2:26][CH2:27]5)[C:8]=4[N:9]=3)=[CH:19][CH:18]=2)[CH2:35][C@@H:30]1[CH3:29])=[O:38])([CH3:43])([CH3:41])[CH3:42]. (4) Given the reactants Br[CH2:2][C:3]1[CH:4]=[CH:5][N:6]2[C:11]=1[C:10](Cl)=[N:9][C-:8]=[N:7]2.N#N.[C:15]1([SH:21])[CH:20]=[CH:19][CH:18]=[CH:17][CH:16]=1.C(N(C(C)C)CC)(C)C.[Cl:31][C:32]1[CH:33]=[C:34]([NH2:47])[CH:35]=[CH:36][C:37]=1[O:38][CH2:39][C:40]1[CH:45]=[CH:44][CH:43]=[C:42]([F:46])[CH:41]=1, predict the reaction product. The product is: [Cl:31][C:32]1[CH:33]=[C:34]([NH:47][C:10]2[C:11]3=[C:3]([CH2:2][S:21][C:15]4[CH:20]=[CH:19][CH:18]=[CH:17][CH:16]=4)[CH:4]=[CH:5][N:6]3[N:7]=[CH:8][N:9]=2)[CH:35]=[CH:36][C:37]=1[O:38][CH2:39][C:40]1[CH:45]=[CH:44][CH:43]=[C:42]([F:46])[CH:41]=1. (5) Given the reactants [CH3:1][C@H:2]([C:15]([OH:17])=[O:16])[C:3]1[CH:8]=[CH:7][C:6]2[CH:9]=[C:10]([O:13][CH3:14])[CH:11]=[CH:12][C:5]=2[CH:4]=1.[CH3:18][N:19]([CH2:21][C@H:22]1[C@:27]([OH:36])([C:28]2[CH:33]=[CH:32][CH:31]=[C:30]([O:34][CH3:35])[CH:29]=2)[CH2:26][CH2:25][CH2:24][CH2:23]1)[CH3:20], predict the reaction product. The product is: [CH3:20][N:19]([CH2:21][C@H:22]1[C@:27]([OH:36])([C:28]2[CH:33]=[CH:32][CH:31]=[C:30]([O:34][CH3:35])[CH:29]=2)[CH2:26][CH2:25][CH2:24][CH2:23]1)[CH3:18].[CH3:1][C@H:2]([C:15]([OH:17])=[O:16])[C:3]1[CH:8]=[CH:7][C:6]2[CH:9]=[C:10]([O:13][CH3:14])[CH:11]=[CH:12][C:5]=2[CH:4]=1. (6) Given the reactants NC1C=C(OC)C(C)=CC=1C(C1C=CC=CC=1Cl)=O.NC1C(C)=NN(CC=C)C=1Cl.[Cl:31][C:32]1[CH:37]=[CH:36][CH:35]=[CH:34][C:33]=1[C:38]1[C:44]2[CH:45]=[C:46]([CH3:51])[C:47]([O:49][CH3:50])=[CH:48][C:43]=2[N:42]=[C:41]2[N:52](CC=C)[NH:53][C:54]([CH3:55])=[C:40]2[N:39]=1.[H-].C([Al+]CC(C)C)C(C)C, predict the reaction product. The product is: [Cl:31][C:32]1[CH:37]=[CH:36][CH:35]=[CH:34][C:33]=1[C:38]1[C:44]2[CH:45]=[C:46]([CH3:51])[C:47]([O:49][CH3:50])=[CH:48][C:43]=2[N:42]=[C:41]2[NH:52][NH:53][C:54]([CH3:55])=[C:40]2[N:39]=1. (7) Given the reactants [CH2:1]([O:3][C:4]([C:6]1[C:11](Br)=[CH:10][CH:9]=[C:8]([CH:13]2[CH2:15][CH2:14]2)[N:7]=1)=[O:5])[CH3:2].[NH2:16][C:17]1[CH:18]=[N:19][CH:20]=[CH:21][CH:22]=1, predict the reaction product. The product is: [CH2:1]([O:3][C:4]([C:6]1[C:11]([NH:16][C:17]2[CH:18]=[N:19][CH:20]=[CH:21][CH:22]=2)=[CH:10][CH:9]=[C:8]([CH:13]2[CH2:15][CH2:14]2)[N:7]=1)=[O:5])[CH3:2]. (8) Given the reactants [Si:1]([O:8][CH2:9][CH2:10][CH2:11][NH:12][C:13]1[C:22]2[C:17](=[CH:18][CH:19]=[CH:20][CH:21]=2)[N:16]=[CH:15][C:14]=1[N+:23]([O-])=O)([C:4]([CH3:7])([CH3:6])[CH3:5])([CH3:3])[CH3:2], predict the reaction product. The product is: [Si:1]([O:8][CH2:9][CH2:10][CH2:11][NH:12][C:13]1[C:22]2[C:17](=[CH:18][CH:19]=[CH:20][CH:21]=2)[N:16]=[CH:15][C:14]=1[NH2:23])([C:4]([CH3:6])([CH3:7])[CH3:5])([CH3:3])[CH3:2]. (9) Given the reactants [CH2:1](OC1C=C(C=CC=1C)C=O)[CH3:2].[Cl:13][C:14]1[C:21]([OH:22])=[CH:20][C:19]([OH:23])=[CH:18][C:15]=1[CH:16]=[O:17].I[CH2:25][CH3:26].C([O-])([O-])=O.[K+].[K+], predict the reaction product. The product is: [Cl:13][C:14]1[C:21]([O:22][CH2:1][CH3:2])=[CH:20][C:19]([O:23][CH2:25][CH3:26])=[CH:18][C:15]=1[CH:16]=[O:17]. (10) Given the reactants Cl.Cl.[F:3][C:4]1[C:5]([N:13]2[CH2:18][CH2:17][O:16][CH2:15][C@@H:14]2[CH3:19])=[N:6][C:7]([CH3:12])=[N:8][C:9]=1[NH:10][NH2:11].[CH:20]([OH:23])([CH3:22])C.CN1[CH2:30][CH2:29][O:28]CC1.ON1[C:36]2N=[CH:38][CH:39]=[CH:40][C:35]=2N=N1.[CH2:41](Cl)[CH2:42]Cl.[CH3:45][N:46]([CH:48]=[O:49])C, predict the reaction product. The product is: [CH:41]1([CH2:42][C@@H:22]([C:20]([NH:11][NH:10][C:9]2[C:4]([F:3])=[C:5]([N:13]3[CH2:18][CH2:17][O:16][CH2:15][C@@H:14]3[CH3:19])[N:6]=[C:7]([CH3:12])[N:8]=2)=[O:23])[CH2:45][N:46]([O:28][CH2:29][C:30]2[CH:36]=[CH:35][CH:40]=[CH:39][CH:38]=2)[CH:48]=[O:49])[CH2:39][CH2:40][CH2:35][CH2:36]1.